Task: Predict the product of the given reaction.. Dataset: Forward reaction prediction with 1.9M reactions from USPTO patents (1976-2016) (1) Given the reactants [Br:1][C:2]1[CH:9]=[CH:8][C:5]([CH:6]=O)=[C:4]([Cl:10])[CH:3]=1.C([O-])(=O)C.[NH4+].[N+:16]([CH2:19][CH3:20])([O-:18])=[O:17], predict the reaction product. The product is: [Br:1][C:2]1[CH:9]=[CH:8][C:5](/[CH:6]=[C:19](/[N+:16]([O-:18])=[O:17])\[CH3:20])=[C:4]([Cl:10])[CH:3]=1. (2) Given the reactants [O:1]1[CH2:6][CH2:5][CH2:4][CH2:3][CH:2]1[O:7][NH:8][C:9]([C:11]1[CH:20]=[C:19]2[C:14]([CH2:15][CH2:16][NH:17][CH2:18]2)=[CH:13][CH:12]=1)=[O:10].[C:21]1([CH2:27][CH2:28][N:29]=[C:30]=[O:31])[CH:26]=[CH:25][CH:24]=[CH:23][CH:22]=1.C1C=CC2N(O)N=NC=2C=1.C(Cl)CCl, predict the reaction product. The product is: [C:21]1([CH2:27][CH2:28][NH:29][C:30]([N:17]2[CH2:16][CH2:15][C:14]3[C:19](=[CH:20][C:11]([C:9]([NH:8][O:7][CH:2]4[CH2:3][CH2:4][CH2:5][CH2:6][O:1]4)=[O:10])=[CH:12][CH:13]=3)[CH2:18]2)=[O:31])[CH:26]=[CH:25][CH:24]=[CH:23][CH:22]=1. (3) Given the reactants [CH3:1][N:2]1[CH2:15][CH2:14][C:5]2[NH:6][C:7]3[CH:8]=[CH:9][C:10]([CH3:13])=[CH:11][C:12]=3[C:4]=2[CH2:3]1.P([O-])([O-])([O-])=O.[K+].[K+].[K+].Br[CH:25]=[C:26]([C:28]1[CH:33]=[CH:32][C:31]([O:34][CH3:35])=[C:30]([F:36])[CH:29]=1)[CH3:27], predict the reaction product. The product is: [F:36][C:30]1[CH:29]=[C:28](/[C:26](/[CH3:27])=[CH:25]/[N:6]2[C:7]3[CH:8]=[CH:9][C:10]([CH3:13])=[CH:11][C:12]=3[C:4]3[CH2:3][N:2]([CH3:1])[CH2:15][CH2:14][C:5]2=3)[CH:33]=[CH:32][C:31]=1[O:34][CH3:35]. (4) Given the reactants [Cu]C#N.[CH:4]([Mg]Br)=[CH2:5].[C:8]([Si:12]([O:25][CH2:26][C@@H:27]1[CH2:29][O:28]1)([C:19]1[CH:24]=[CH:23][CH:22]=[CH:21][CH:20]=1)[C:13]1[CH:18]=[CH:17][CH:16]=[CH:15][CH:14]=1)([CH3:11])([CH3:10])[CH3:9], predict the reaction product. The product is: [Si:12]([O:25][CH2:26][C@@H:27]([OH:28])[CH2:29][CH:4]=[CH2:5])([C:8]([CH3:10])([CH3:11])[CH3:9])([C:19]1[CH:20]=[CH:21][CH:22]=[CH:23][CH:24]=1)[C:13]1[CH:14]=[CH:15][CH:16]=[CH:17][CH:18]=1. (5) Given the reactants [C:1]([C@H:4]([CH2:30][CH2:31][C:32]([OH:35])([CH3:34])[CH3:33])[CH2:5][C@H:6]([OH:29])[C@@H:7]([NH:16][C:17]([C:19]1[CH:28]=[N:27][C:26]2[C:21](=[CH:22][CH:23]=[CH:24][CH:25]=2)[N:20]=1)=[O:18])[CH2:8][C:9]1[CH:14]=[CH:13][CH:12]=[C:11]([F:15])[CH:10]=1)(=[O:3])[NH2:2].CC1C=CN=C(N)C=1C.[C:45](OC(=O)C)(=[O:47])[CH3:46], predict the reaction product. The product is: [C:1]([C@H:4]([CH2:30][CH2:31][C:32]([OH:35])([CH3:33])[CH3:34])[CH2:5][C@H:6]([O:29][C:45](=[O:47])[CH3:46])[C@@H:7]([NH:16][C:17]([C:19]1[CH:28]=[N:27][C:26]2[C:21](=[CH:22][CH:23]=[CH:24][CH:25]=2)[N:20]=1)=[O:18])[CH2:8][C:9]1[CH:14]=[CH:13][CH:12]=[C:11]([F:15])[CH:10]=1)(=[O:3])[NH2:2]. (6) Given the reactants [C:1]([OH:5])(=[O:4])[CH:2]=[CH2:3].C1CC=CC=1.[C:11]1([CH3:17])[CH:16]=CC=[CH:13][CH:12]=1, predict the reaction product. The product is: [CH:3]12[CH2:17][CH:11]([CH:12]=[CH:13]1)[CH2:16][CH:2]2[C:1]([OH:5])=[O:4]. (7) Given the reactants [NH2:1][NH:2][C:3]([C:5]1[CH:10]=[CH:9][C:8]([C:11]([F:14])([F:13])[F:12])=[CH:7][N:6]=1)=[NH:4].[CH2:15]([O:22][C:23]1[CH:30]=[CH:29][C:26]([CH:27]=O)=[C:25]([OH:31])[CH:24]=1)[C:16]1[CH:21]=[CH:20][CH:19]=[CH:18][CH:17]=1, predict the reaction product. The product is: [CH2:15]([O:22][C:23]1[CH:30]=[CH:29][C:26]([C:27]2[NH:1][N:2]=[C:3]([C:5]3[CH:10]=[CH:9][C:8]([C:11]([F:12])([F:13])[F:14])=[CH:7][N:6]=3)[N:4]=2)=[C:25]([OH:31])[CH:24]=1)[C:16]1[CH:17]=[CH:18][CH:19]=[CH:20][CH:21]=1. (8) Given the reactants [NH:1]1[C:5]([C:6]2[CH:7]=[C:8]([CH:10]=[CH:11][CH:12]=2)[NH2:9])=[N:4][N:3]=[N:2]1.[F:13][C:14]([F:28])([F:27])[C:15]1[CH:16]=[C:17]([C:24](O)=[O:25])[C:18]2[NH:22][CH:21]=[N:20][C:19]=2[CH:23]=1.Cl.C(N=C=NCCCN(C)C)C.[OH:41]N1C2C=CC=CC=2N=N1.CCN(C(C)C)C(C)C.CN([CH:63]=[O:64])C, predict the reaction product. The product is: [NH:4]1[C:5]([C:6]2[CH:7]=[C:8]([NH:9][C:24]([C:17]3[C:18]4[NH:22][CH:21]=[N:20][C:19]=4[CH:23]=[C:15]([C:14]([F:28])([F:13])[F:27])[CH:16]=3)=[O:25])[CH:10]=[CH:11][CH:12]=2)=[N:1][N:2]=[N:3]1.[F:13][C:14]([F:28])([F:27])[C:63]([OH:64])=[O:41]. (9) The product is: [CH:1]1([NH:4][C:5](=[O:31])[C:6]2[CH:11]=[CH:10][C:9]([C:12]3[N:16]4[CH:17]=[C:18]([C:25]5[CH:30]=[CH:29][CH:28]=[CH:27][CH:26]=5)[N:19]=[C:20]([S:21][CH2:24][CH3:32])[C:15]4=[N:14][CH:13]=3)=[CH:8][CH:7]=2)[CH2:3][CH2:2]1. Given the reactants [CH:1]1([NH:4][C:5](=[O:31])[C:6]2[CH:11]=[CH:10][C:9]([C:12]3[N:16]4[CH:17]=[C:18]([C:25]5[CH:30]=[CH:29][CH:28]=[CH:27][CH:26]=5)[N:19]=[C:20]([S:21]([CH3:24])(=O)=O)[C:15]4=[N:14][CH:13]=3)=[CH:8][CH:7]=2)[CH2:3][CH2:2]1.[CH2:32]([S-])C.[Na+].O, predict the reaction product. (10) Given the reactants [CH3:1][N:2]1[CH:6]([C:7]([O:9]C)=[O:8])[CH2:5][NH:4][C:3]1=[O:11].[H-].[Na+].I[CH:15]([CH3:17])[CH3:16].[OH-].[Li+].Cl, predict the reaction product. The product is: [CH3:1][N:2]1[CH:6]([C:7]([OH:9])=[O:8])[CH2:5][N:4]([CH:15]([CH3:17])[CH3:16])[C:3]1=[O:11].